This data is from Full USPTO retrosynthesis dataset with 1.9M reactions from patents (1976-2016). The task is: Predict the reactants needed to synthesize the given product. (1) Given the product [CH:18]1([CH:21]([N:12]2[CH:13]=[C:9]([B:4]3[O:5][C:6]([CH3:7])([CH3:8])[C:2]([CH3:14])([CH3:1])[O:3]3)[CH:10]=[N:11]2)[CH2:22][C:23]#[N:24])[CH2:20][CH2:19]1, predict the reactants needed to synthesize it. The reactants are: [CH3:1][C:2]1([CH3:14])[C:6]([CH3:8])([CH3:7])[O:5][B:4]([C:9]2[CH:10]=[N:11][NH:12][CH:13]=2)[O:3]1.C(#N)C.[CH:18]1(/[CH:21]=[CH:22]/[C:23]#[N:24])[CH2:20][CH2:19]1.N12CCCN=C1CCCCC2. (2) Given the product [CH2:7]([S:9]([C:12]1[CH:13]=[C:14]([C:18]2[C:23]3[C:24]4[CH:30]=[C:29]([CH3:31])[CH:28]=[N:27][C:25]=4[NH:26][C:22]=3[C:21]([NH:5][CH2:4][CH2:3][N:2]([CH3:6])[CH3:1])=[N:20][CH:19]=2)[CH:15]=[CH:16][CH:17]=1)(=[O:10])=[O:11])[CH3:8], predict the reactants needed to synthesize it. The reactants are: [CH3:1][N:2]([CH3:6])[CH2:3][CH2:4][NH2:5].[CH2:7]([S:9]([C:12]1[CH:13]=[C:14]([C:18]2[C:23]3[C:24]4[CH:30]=[C:29]([CH3:31])[CH:28]=[N:27][C:25]=4[NH:26][C:22]=3[C:21](NCCCN(C)C)=[N:20][CH:19]=2)[CH:15]=[CH:16][CH:17]=1)(=[O:11])=[O:10])[CH3:8]. (3) Given the product [CH2:19]([C:26]1[CH:37]=[CH:36][C:29]2[CH:30]=[C:31]([C:2]3[CH:17]=[CH:16][C:5]([CH2:6][N:7]4[CH2:10][CH:9]([C:11]([O:13][CH2:14][CH3:15])=[O:12])[CH2:8]4)=[CH:4][C:3]=3[F:18])[O:32][C:28]=2[CH:27]=1)[C:20]1[CH:21]=[CH:22][CH:23]=[CH:24][CH:25]=1, predict the reactants needed to synthesize it. The reactants are: Br[C:2]1[CH:17]=[CH:16][C:5]([CH2:6][N:7]2[CH2:10][CH:9]([C:11]([O:13][CH2:14][CH3:15])=[O:12])[CH2:8]2)=[CH:4][C:3]=1[F:18].[CH2:19]([C:26]1[CH:37]=[CH:36][C:29]2[CH:30]=[C:31](B(O)O)[O:32][C:28]=2[CH:27]=1)[C:20]1[CH:25]=[CH:24][CH:23]=[CH:22][CH:21]=1. (4) The reactants are: [NH2:1][C:2]1[N:7]=[C:6]([CH:8]2[CH2:13][CH2:12][CH:11]([N:14]3[CH2:17][CH:16]([NH:18][C:19]([CH2:21][NH:22][C:23](=[O:34])[C:24]4[CH:29]=[CH:28][CH:27]=[C:26]([C:30]([F:33])([F:32])[F:31])[CH:25]=4)=[O:20])[CH2:15]3)[CH2:10][CH2:9]2)[CH:5]=[CH:4][CH:3]=1.[H-].[Na+].Br[C:38]#[N:39].CO. Given the product [C:38]([NH:1][C:2]1[N:7]=[C:6]([CH:8]2[CH2:9][CH2:10][CH:11]([N:14]3[CH2:17][CH:16]([NH:18][C:19]([CH2:21][NH:22][C:23](=[O:34])[C:24]4[CH:29]=[CH:28][CH:27]=[C:26]([C:30]([F:32])([F:33])[F:31])[CH:25]=4)=[O:20])[CH2:15]3)[CH2:12][CH2:13]2)[CH:5]=[CH:4][CH:3]=1)#[N:39], predict the reactants needed to synthesize it. (5) Given the product [CH3:1][C:2]1[NH:3][C:4]2[C:9]([CH:10]=1)=[CH:8][CH:7]=[CH:6][C:5]=2[OH:11], predict the reactants needed to synthesize it. The reactants are: [CH3:1][C:2]1[NH:3][C:4]2[C:9]([CH:10]=1)=[CH:8][CH:7]=[CH:6][C:5]=2[O:11]C.B(Br)(Br)Br.CCOC(C)=O. (6) Given the product [C:3]1([N:9]2[CH2:10][CH2:11][N:12]([CH2:15][C:16]3[CH:17]=[CH:18][C:19]([NH2:20])=[CH:24][CH:25]=3)[CH2:13][CH2:14]2)[CH:8]=[CH:7][CH:6]=[CH:5][CH:4]=1, predict the reactants needed to synthesize it. The reactants are: [BH4-].[Na+].[C:3]1([N:9]2[CH2:14][CH2:13][N:12]([CH2:15][C:16]3[CH:25]=[CH:24][C:19]([NH:20][N+]([O-])=O)=[CH:18][CH:17]=3)[CH2:11][CH2:10]2)[CH:8]=[CH:7][CH:6]=[CH:5][CH:4]=1.O.O.[Sn](Cl)Cl.[OH-].[Na+]. (7) Given the product [Si:21]([O:1][C:2]1[CH:3]=[C:4]([CH2:10][C:11]([O:13][CH2:14][CH3:15])=[O:12])[CH:5]=[CH:6][C:7]=1[O:8][CH3:9])([C:24]([CH3:27])([CH3:26])[CH3:25])([CH3:23])[CH3:22], predict the reactants needed to synthesize it. The reactants are: [OH:1][C:2]1[CH:3]=[C:4]([CH2:10][C:11]([O:13][CH2:14][CH3:15])=[O:12])[CH:5]=[CH:6][C:7]=1[O:8][CH3:9].N1C=CN=C1.[Si:21](Cl)([C:24]([CH3:27])([CH3:26])[CH3:25])([CH3:23])[CH3:22]. (8) Given the product [Br:1][C:2]1[CH:7]=[C:6]([S:8]([CH3:11])(=[O:10])=[O:9])[CH:5]=[C:4]([N+:12]([O-:14])=[O:13])[C:3]=1[NH:17][C:18]([CH3:24])([CH3:23])[C:19]([O:21][CH3:22])=[O:20], predict the reactants needed to synthesize it. The reactants are: [Br:1][C:2]1[CH:7]=[C:6]([S:8]([CH3:11])(=[O:10])=[O:9])[CH:5]=[C:4]([N+:12]([O-:14])=[O:13])[C:3]=1F.Cl.[NH2:17][C:18]([CH3:24])([CH3:23])[C:19]([O:21][CH3:22])=[O:20].C(=O)(O)[O-].[Na+]. (9) Given the product [Br:1][C:2]1[CH:7]=[CH:6][C:5]([P:10]([CH3:12])([CH3:9])=[O:11])=[CH:4][CH:3]=1, predict the reactants needed to synthesize it. The reactants are: [Br:1][C:2]1[CH:7]=[CH:6][C:5](Br)=[CH:4][CH:3]=1.[CH3:9][P:10](=[CH2:12])=[O:11].C(N(CC)CC)C.